Dataset: Full USPTO retrosynthesis dataset with 1.9M reactions from patents (1976-2016). Task: Predict the reactants needed to synthesize the given product. (1) Given the product [Cl:12][C:13]1[C:18]([Cl:19])=[CH:17][CH:16]=[CH:15][C:14]=1[O:8][CH:6]1[CH2:7][N:2]([CH3:1])[CH2:3][C:4]2[O:11][CH:10]=[CH:9][C:5]1=2, predict the reactants needed to synthesize it. The reactants are: [CH3:1][N:2]1[CH2:7][CH:6]([OH:8])[C:5]2[CH:9]=[CH:10][O:11][C:4]=2[CH2:3]1.[Cl:12][C:13]1[C:18]([Cl:19])=[CH:17][CH:16]=[CH:15][C:14]=1F. (2) Given the product [F:1][C:2]1[CH:3]=[C:4]([NH:5][C:39]([C:35]2[CH:36]=[C:37]([CH3:38])[N:33]([CH3:32])[N:34]=2)=[O:40])[CH:6]=[CH:7][C:8]=1[O:9][C:10]1[C:19]2[C:14](=[CH:15][C:16]([O:22][CH2:23][CH2:24][CH2:25][N:26]3[CH2:31][CH2:30][O:29][CH2:28][CH2:27]3)=[C:17]([O:20][CH3:21])[CH:18]=2)[N:13]=[CH:12][CH:11]=1, predict the reactants needed to synthesize it. The reactants are: [F:1][C:2]1[CH:3]=[C:4]([CH:6]=[CH:7][C:8]=1[O:9][C:10]1[C:19]2[C:14](=[CH:15][C:16]([O:22][CH2:23][CH2:24][CH2:25][N:26]3[CH2:31][CH2:30][O:29][CH2:28][CH2:27]3)=[C:17]([O:20][CH3:21])[CH:18]=2)[N:13]=[CH:12][CH:11]=1)[NH2:5].[CH3:32][N:33]1[C:37]([CH3:38])=[CH:36][C:35]([C:39](Cl)=[O:40])=[N:34]1. (3) Given the product [CH3:17][O:16][C:13]1[N:14]=[CH:15][C:10]([CH:24]2[C:23](=[O:28])[O:22][C:20](=[O:21])[CH2:19][CH2:31]2)=[CH:11][N:12]=1, predict the reactants needed to synthesize it. The reactants are: C(CC([C:10]1[CH:11]=[N:12][C:13]([O:16][CH3:17])=[N:14][CH:15]=1)CC(O)=O)(O)=O.F[C:19](F)(F)[C:20]([O:22][C:23](=[O:28])[C:24](F)(F)F)=[O:21].[CH3:31]CCCCCC. (4) The reactants are: [C:1]([O:5][C:6](=[O:31])[NH:7][C:8]([C:10]1[CH:15]=[CH:14][C:13]([CH2:16][NH:17][C:18]([C@H:20]2[N:24]3[C:25](=[O:30])[C:26]([NH2:29])=[CH:27][N:28]=[C:23]3[CH2:22][CH2:21]2)=[O:19])=[CH:12][CH:11]=1)=[NH:9])([CH3:4])([CH3:3])[CH3:2].[CH3:32][S:33](Cl)(=[O:35])=[O:34]. Given the product [C:1]([O:5][C:6](=[O:31])[NH:7][C:8](=[NH:9])[C:10]1[CH:15]=[CH:14][C:13]([CH2:16][NH:17][C:18]([C@H:20]2[N:24]3[C:25](=[O:30])[C:26]([NH:29][S:33]([CH3:32])(=[O:35])=[O:34])=[CH:27][N:28]=[C:23]3[CH2:22][CH2:21]2)=[O:19])=[CH:12][CH:11]=1)([CH3:4])([CH3:2])[CH3:3], predict the reactants needed to synthesize it. (5) Given the product [CH2:44]([O:8][C:9]([N:11]1[CH2:12][CH2:13][N:14]([C:17]2[CH:22]=[CH:21][CH:20]=[C:19]([C:23]3[CH:24]=[N:29][NH:30][C:26]=3[NH2:27])[CH:18]=2)[CH2:15][CH2:16]1)=[O:10])[C:38]1[CH:43]=[CH:42][CH:41]=[CH:40][CH:39]=1, predict the reactants needed to synthesize it. The reactants are: C([O:8][C:9]([N:11]1[CH2:16][CH2:15][N:14]([C:17]2[CH:22]=[CH:21][CH:20]=[C:19]([CH:23]([C:26]#[N:27])[CH:24]=O)[CH:18]=2)[CH2:13][CH2:12]1)=[O:10])C1C=CC=CC=1.O.[NH2:29][NH2:30].C(=O)([O-])[O-].[Na+].[Na+].O.[C:38]1([CH3:44])[CH:43]=[CH:42][CH:41]=[CH:40][CH:39]=1. (6) Given the product [NH2:24][C:19]1[CH:18]=[CH:17][C:16]([Cl:15])=[CH:23][C:20]=1[CH:21]=[O:22], predict the reactants needed to synthesize it. The reactants are: [O-]S(S([O-])=O)=O.[Na+].[Na+].C([O-])([O-])=O.[Na+].[Na+].[Cl:15][C:16]1[CH:17]=[CH:18][C:19]([N+:24]([O-])=O)=[C:20]([CH:23]=1)[CH:21]=[O:22]. (7) Given the product [C:1]([O:5][C:6](=[O:40])[NH:7][C@H:8]([C:34]1[CH:39]=[CH:38][CH:37]=[CH:36][CH:35]=1)[CH2:9][N:10]1[C:15](=[O:16])[C:14]([N:17]2[CH2:21][CH2:20][CH2:19][C:18]2=[O:23])=[CH:13][N:12]([CH2:24][C:25]2[C:30]([F:31])=[CH:29][CH:28]=[CH:27][C:26]=2[F:32])[C:11]1=[O:33])([CH3:4])([CH3:3])[CH3:2], predict the reactants needed to synthesize it. The reactants are: [C:1]([O:5][C:6](=[O:40])[NH:7][C@H:8]([C:34]1[CH:39]=[CH:38][CH:37]=[CH:36][CH:35]=1)[CH2:9][N:10]1[C:15](=[O:16])[C:14]([NH:17][C:18](=[O:23])[CH2:19][CH2:20][CH2:21]Cl)=[CH:13][N:12]([CH2:24][C:25]2[C:30]([F:31])=[CH:29][CH:28]=[CH:27][C:26]=2[F:32])[C:11]1=[O:33])([CH3:4])([CH3:3])[CH3:2].C(=O)([O-])[O-].[K+].[K+].